From a dataset of Reaction yield outcomes from USPTO patents with 853,638 reactions. Predict the reaction yield, written as a fraction of the theoretical maximum amount of product (1.0 means a 100% yield; for example, 0.34 means a 34% yield). (1) The reactants are [CH2:1]([O:8][C:9]1[CH:14]=[CH:13][C:12]([N:15]2[C:19]([CH3:20])=[C:18]([C:21](O)=[O:22])[N:17]=[C:16]2[C:24]2[CH:29]=[CH:28][C:27]([Cl:30])=[CH:26][C:25]=2[Cl:31])=[CH:11][CH:10]=1)[C:2]1[CH:7]=[CH:6][CH:5]=[CH:4][CH:3]=1.C(Cl)(=O)C(Cl)=O.C(N(CC)CC)C.[NH2:45][N:46]1[CH2:51][CH2:50][CH2:49][CH2:48][CH2:47]1. The catalyst is C(Cl)Cl.CN(C=O)C.O. The product is [N:46]1([NH:45][C:21]([C:18]2[N:17]=[C:16]([C:24]3[CH:29]=[CH:28][C:27]([Cl:30])=[CH:26][C:25]=3[Cl:31])[N:15]([C:12]3[CH:13]=[CH:14][C:9]([O:8][CH2:1][C:2]4[CH:7]=[CH:6][CH:5]=[CH:4][CH:3]=4)=[CH:10][CH:11]=3)[C:19]=2[CH3:20])=[O:22])[CH2:51][CH2:50][CH2:49][CH2:48][CH2:47]1. The yield is 0.740. (2) The reactants are CS(C)=O.FC(F)(F)C(OC(=O)C(F)(F)F)=O.[Br:18][C:19]1[C:23]2[CH:24]=[C:25]([O:28][CH3:29])[CH:26]=[CH:27][C:22]=2[O:21][C:20]=1[CH:30]([CH:32]1[CH2:37][CH2:36][CH2:35][CH2:34][CH2:33]1)[OH:31].C(N(CC)CC)C. The catalyst is O1CCCC1. The product is [Br:18][C:19]1[C:23]2[CH:24]=[C:25]([O:28][CH3:29])[CH:26]=[CH:27][C:22]=2[O:21][C:20]=1[C:30]([CH:32]1[CH2:37][CH2:36][CH2:35][CH2:34][CH2:33]1)=[O:31]. The yield is 0.750. (3) The reactants are Cl[C:2]1[N:3]=[CH:4][C:5]2[N:10]=[C:9]([NH:11]C(=O)OCC)[S:8][C:6]=2[N:7]=1.[CH3:17][O-:18].[Na+].O. The catalyst is CO. The product is [CH3:17][O:18][C:2]1[N:3]=[CH:4][C:5]2[N:10]=[C:9]([NH2:11])[S:8][C:6]=2[N:7]=1. The yield is 0.820.